This data is from Catalyst prediction with 721,799 reactions and 888 catalyst types from USPTO. The task is: Predict which catalyst facilitates the given reaction. (1) Reactant: [C:1]([N:8]1[CH2:13][CH2:12][CH:11]([C:14]([OH:16])=O)[CH2:10][CH2:9]1)([O:3][C:4]([CH3:7])([CH3:6])[CH3:5])=[O:2].C(Cl)CCl.[C:21]1([S:27]([C:30]2[CH:31]=[CH:32][C:33]([C:40]([F:43])([F:42])[F:41])=[C:34]([S:36]([NH2:39])(=[O:38])=[O:37])[CH:35]=2)(=[O:29])=[O:28])[CH:26]=[CH:25][CH:24]=[CH:23][CH:22]=1. Product: [C:21]1([S:27]([C:30]2[CH:31]=[CH:32][C:33]([C:40]([F:42])([F:43])[F:41])=[C:34]([S:36]([NH:39][C:14]([CH:11]3[CH2:10][CH2:9][N:8]([C:1]([O:3][C:4]([CH3:5])([CH3:6])[CH3:7])=[O:2])[CH2:13][CH2:12]3)=[O:16])(=[O:38])=[O:37])[CH:35]=2)(=[O:29])=[O:28])[CH:22]=[CH:23][CH:24]=[CH:25][CH:26]=1. The catalyst class is: 64. (2) Reactant: CCCCCC.C([Li])CCC.[CH3:12][C:13]1[CH:14]=[C:15]2[C:20](=[CH:21][CH:22]=1)[CH:19]=[C:18]([CH:23]=[O:24])[CH:17]=[CH:16]2.[CH3:25][S:26]SC.Cl. Product: [CH3:12][C:13]1[CH:14]=[C:15]2[C:20](=[CH:21][CH:22]=1)[CH:19]=[C:18]([CH:23]=[O:24])[C:17]([S:26][CH3:25])=[CH:16]2. The catalyst class is: 1. (3) Reactant: [CH2:1]([C:8]1[C:16]2[C:11](=[CH:12][CH:13]=[C:14](Br)[CH:15]=2)[N:10]([CH3:18])[C:9]=1[CH3:19])[C:2]1[CH:7]=[CH:6][CH:5]=[CH:4][CH:3]=1.C([O-])([O-])=O.[K+].[K+].[CH3:26][O:27][C:28]1[CH:33]=[CH:32][C:31](B(O)O)=[CH:30][CH:29]=1.ClCCl. Product: [CH2:1]([C:8]1[C:16]2[C:11](=[CH:12][CH:13]=[C:14]([C:31]3[CH:32]=[CH:33][C:28]([O:27][CH3:26])=[CH:29][CH:30]=3)[CH:15]=2)[N:10]([CH3:18])[C:9]=1[CH3:19])[C:2]1[CH:7]=[CH:6][CH:5]=[CH:4][CH:3]=1. The catalyst class is: 75. (4) Reactant: [CH2:1]([O:3][C:4]([C:6]1[C:7]([OH:26])=[C:8]2[CH:16]=[CH:15][N:14](CC3C=CC(OC)=CC=3)[C:9]2=[C:10]([C:12]#[N:13])[N:11]=1)=[O:5])[CH3:2].[C:27]([O:30][C:31](=O)[CH3:32])(=O)C. Product: [CH2:1]([O:3][C:4]([C:6]1[C:7]([O:26][C:1](=[O:3])[CH3:2])=[C:8]2[CH:16]=[CH:15][N:14]([C:6]3[CH:4]=[CH:32][C:31]([O:30][CH3:27])=[CH:8][CH:7]=3)[C:9]2=[C:10]([C:12]#[N:13])[N:11]=1)=[O:5])[CH3:2]. The catalyst class is: 66. (5) Reactant: [Br:1][C:2]1[CH:3]=[CH:4][C:5]2[S:9][C:8]([CH2:10][CH2:11][OH:12])=[CH:7][C:6]=2[CH:13]=1.C(N(CC)CC)C.[S:21](Cl)([C:24]1[CH:30]=[CH:29][C:27]([CH3:28])=[CH:26][CH:25]=1)(=[O:23])=[O:22]. Product: [CH3:28][C:27]1[CH:29]=[CH:30][C:24]([S:21]([O:12][CH2:11][CH2:10][C:8]2[S:9][C:5]3[CH:4]=[CH:3][C:2]([Br:1])=[CH:13][C:6]=3[CH:7]=2)(=[O:23])=[O:22])=[CH:25][CH:26]=1. The catalyst class is: 2. (6) Reactant: [CH:1]([OH:3])=O.C(OC(=O)C)(=O)C.[CH3:11][C:12]1[CH:18]=[C:17]([CH3:19])[CH:16]=[C:15]([CH3:20])[C:13]=1[NH2:14]. Product: [CH:1]([NH:14][C:13]1[C:15]([CH3:20])=[CH:16][C:17]([CH3:19])=[CH:18][C:12]=1[CH3:11])=[O:3]. The catalyst class is: 4.